From a dataset of Reaction yield outcomes from USPTO patents with 853,638 reactions. Predict the reaction yield, written as a fraction of the theoretical maximum amount of product (1.0 means a 100% yield; for example, 0.34 means a 34% yield). (1) The reactants are C(OC([N:8]1[CH2:13][CH2:12][N:11]([CH2:14][CH2:15][N:16]2[CH:20]([CH3:21])[C:19]3[CH:22]=[C:23]([C:26]4[C:34]5[C:29](=[CH:30][C:31]([F:35])=[CH:32][CH:33]=5)[N:28](C(OC(C)(C)C)=O)[CH:27]=4)[CH:24]=[CH:25][C:18]=3[S:17]2(=[O:44])=[O:43])[C:10](=[O:45])[CH2:9]1)=O)(C)(C)C. The catalyst is Cl.CC(=O)OCC. The product is [F:35][C:31]1[CH:30]=[C:29]2[C:34]([C:26]([C:23]3[CH:24]=[CH:25][C:18]4[S:17](=[O:44])(=[O:43])[N:16]([CH2:15][CH2:14][N:11]5[CH2:12][CH2:13][NH:8][CH2:9][C:10]5=[O:45])[CH:20]([CH3:21])[C:19]=4[CH:22]=3)=[CH:27][NH:28]2)=[CH:33][CH:32]=1. The yield is 0.720. (2) The reactants are [CH2:1]([NH:8][C:9]([NH:11][CH:12]1[CH:17]2[CH2:18][CH2:19][N:14]([CH2:15][CH2:16]2)[CH2:13]1)=[O:10])[C:2]1[CH:7]=[CH:6][CH:5]=[CH:4][CH:3]=1.[H-].[Na+].Br[CH2:23][CH2:24]Br. The catalyst is CN(C=O)C. The product is [CH2:1]([N:8]1[CH2:24][CH2:23][N:11]([CH:12]2[CH:17]3[CH2:16][CH2:15][N:14]([CH2:19][CH2:18]3)[CH2:13]2)[C:9]1=[O:10])[C:2]1[CH:3]=[CH:4][CH:5]=[CH:6][CH:7]=1. The yield is 0.280. (3) The reactants are [NH2:1][CH2:2][C:3]1[CH:4]=[CH:5][C:6]([CH2:11][N:12]([CH2:23][C:24]2[C:29]([CH3:30])=[CH:28][C:27]([CH3:31])=[CH:26][N:25]=2)[CH:13]2[C:22]3[N:21]=[CH:20][CH:19]=[CH:18][C:17]=3[CH2:16][CH2:15][CH2:14]2)=[C:7]([CH2:9][OH:10])[CH:8]=1.[C:32]1([C@H:38]([CH2:42][CH3:43])[C:39](O)=[O:40])[CH:37]=[CH:36][CH:35]=[CH:34][CH:33]=1.CCN=C=NCCCN(C)C.C1C=CC2N(O)N=NC=2C=1.CCN(C(C)C)C(C)C. The catalyst is C(Cl)Cl. The product is [CH3:30][C:29]1[C:24]([CH2:23][N:12]([CH2:11][C:6]2[CH:5]=[CH:4][C:3]([CH2:2][NH:1][C:39](=[O:40])[CH:38]([C:32]3[CH:37]=[CH:36][CH:35]=[CH:34][CH:33]=3)[CH2:42][CH3:43])=[CH:8][C:7]=2[CH2:9][OH:10])[CH:13]2[C:22]3[N:21]=[CH:20][CH:19]=[CH:18][C:17]=3[CH2:16][CH2:15][CH2:14]2)=[N:25][CH:26]=[C:27]([CH3:31])[CH:28]=1. The yield is 0.530. (4) The product is [CH3:8][C:6]1[CH:7]=[C:2]([S:14][CH2:10][CH2:11][CH2:12][CH3:13])[CH:3]=[C:4]([CH3:9])[CH:5]=1. The yield is 0.950. The reactants are I[C:2]1[CH:3]=[C:4]([CH3:9])[CH:5]=[C:6]([CH3:8])[CH:7]=1.[CH2:10]([SH:14])[CH2:11][CH2:12][CH3:13].C([O-])([O-])=O.[K+].[K+].C(O)CO. The catalyst is [Cu]I.CC(O)C. (5) The reactants are [I:1][C:2]1[C:10]([N+:11]([O-:13])=[O:12])=[CH:9][CH:8]=[CH:7][C:3]=1[C:4]([OH:6])=[O:5].S(=O)(=O)(O)O.[CH3:19]O. No catalyst specified. The product is [I:1][C:2]1[C:10]([N+:11]([O-:13])=[O:12])=[CH:9][CH:8]=[CH:7][C:3]=1[C:4]([O:6][CH3:19])=[O:5]. The yield is 0.950. (6) The reactants are [CH3:1][C:2]1[C:6]2[C:7](=[O:18])[N:8]([CH2:11][CH2:12][N:13]3[CH2:17][CH2:16][CH2:15][CH2:14]3)[CH2:9][CH2:10][C:5]=2[NH:4][C:3]=1[CH:19]=O.[Br:21][C:22]1[CH:23]=[C:24]2[CH2:30][C:29](=[O:31])[NH:28][C:25]2=[N:26][CH:27]=1. No catalyst specified. The product is [Br:21][C:22]1[CH:23]=[C:24]2[C:30](=[CH:19][C:3]3[NH:4][C:5]4[CH2:10][CH2:9][N:8]([CH2:11][CH2:12][N:13]5[CH2:14][CH2:15][CH2:16][CH2:17]5)[C:7](=[O:18])[C:6]=4[C:2]=3[CH3:1])[C:29](=[O:31])[NH:28][C:25]2=[N:26][CH:27]=1. The yield is 0.370.